This data is from Forward reaction prediction with 1.9M reactions from USPTO patents (1976-2016). The task is: Predict the product of the given reaction. Given the reactants C([O:3][C:4](=[O:21])[CH2:5][C:6]1[CH:11]=[CH:10][CH:9]=[C:8]([CH2:12][O:13][C:14]2[CH:19]=[CH:18][C:17](I)=[CH:16][CH:15]=2)[CH:7]=1)C.[OH:22][CH2:23][C:24]1[CH:25]=[C:26](B(O)O)[CH:27]=[CH:28][CH:29]=1, predict the reaction product. The product is: [OH:22][CH2:23][C:24]1[CH:29]=[C:28]([C:17]2[CH:16]=[CH:15][C:14]([O:13][CH2:12][C:8]3[CH:7]=[C:6]([CH2:5][C:4]([OH:3])=[O:21])[CH:11]=[CH:10][CH:9]=3)=[CH:19][CH:18]=2)[CH:27]=[CH:26][CH:25]=1.